The task is: Binary Classification. Given a T-cell receptor sequence (or CDR3 region) and an epitope sequence, predict whether binding occurs between them.. This data is from TCR-epitope binding with 47,182 pairs between 192 epitopes and 23,139 TCRs. (1) The epitope is SSNVANYQK. The TCR CDR3 sequence is CSSSYSIGNEQFF. Result: 0 (the TCR does not bind to the epitope). (2) The epitope is HLVDFQVTI. The TCR CDR3 sequence is CASSLYRDAPFPQYF. Result: 1 (the TCR binds to the epitope). (3) The epitope is ILGLPTQTV. The TCR CDR3 sequence is CASSLQAHEAFF. Result: 1 (the TCR binds to the epitope). (4) The epitope is TSNQVAVLY. The TCR CDR3 sequence is CASSFRQGGNQPQHF. Result: 0 (the TCR does not bind to the epitope). (5) The epitope is FVRATATIPI. The TCR CDR3 sequence is CASSLTGVDEQYF. Result: 1 (the TCR binds to the epitope). (6) The epitope is YLDAYNMMI. The TCR CDR3 sequence is CATSDLLGGGNYNSPLHF. Result: 1 (the TCR binds to the epitope). (7) The epitope is AVFDRKSDAK. The TCR CDR3 sequence is CASSQGFGGETQYF. Result: 1 (the TCR binds to the epitope).